From a dataset of Full USPTO retrosynthesis dataset with 1.9M reactions from patents (1976-2016). Predict the reactants needed to synthesize the given product. (1) The reactants are: I[C:2]1[CH:7]=[CH:6][N:5]=[CH:4][C:3]=1[NH:8][CH2:9][C:10](=[O:13])[CH2:11][CH3:12].[F:14][C:15]1[CH:20]=[CH:19][C:18](B(O)O)=[C:17]([O:24][CH3:25])[CH:16]=1. Given the product [F:14][C:15]1[CH:20]=[CH:19][C:18]([C:2]2[CH:7]=[CH:6][N:5]=[CH:4][C:3]=2[NH:8][CH2:9][C:10](=[O:13])[CH2:11][CH3:12])=[C:17]([O:24][CH3:25])[CH:16]=1, predict the reactants needed to synthesize it. (2) Given the product [N+:17]([C:4]1[CH:3]=[C:2]([C:21]#[C:20][C:22]2[CH:27]=[CH:26][CH:25]=[CH:24][CH:23]=2)[CH:7]=[CH:6][C:5]=1[C:8]#[C:9][C:10]1[CH:15]=[CH:14][C:13]([NH2:16])=[CH:12][CH:11]=1)([O-:19])=[O:18], predict the reactants needed to synthesize it. The reactants are: Br[C:2]1[CH:7]=[CH:6][C:5]([C:8]#[C:9][C:10]2[CH:15]=[CH:14][C:13]([NH2:16])=[CH:12][CH:11]=2)=[C:4]([N+:17]([O-:19])=[O:18])[CH:3]=1.[C:20]([C:22]1[CH:27]=[CH:26][CH:25]=[CH:24][CH:23]=1)#[CH:21]. (3) Given the product [Cl:1][C:2]1[CH:11]=[CH:10][C:9]2[C:4](=[CH:5][CH:6]=[C:7]([CH2:12][N:13]([CH3:15])[CH3:14])[CH:8]=2)[C:3]=1[CH2:16][C:17]([NH2:20])=[O:19], predict the reactants needed to synthesize it. The reactants are: [Cl:1][C:2]1[CH:11]=[CH:10][C:9]2[C:4](=[CH:5][CH:6]=[C:7]([CH2:12][N:13]([CH3:15])[CH3:14])[CH:8]=2)[C:3]=1[CH2:16][C:17]([OH:19])=O.[NH3:20]. (4) Given the product [Cl:3][C:4]1[CH:11]=[C:10]([N:12]([CH2:21][C:22]2[CH:27]=[CH:26][CH:25]=[CH:24][C:23]=2[Cl:28])[C@H:13]2[CH2:17][C:16](=[O:18])[N:15]([CH3:19])[CH2:14]2)[CH:9]=[CH:8][C:5]=1[C:6]#[N:7], predict the reactants needed to synthesize it. The reactants are: [H-].[Na+].[Cl:3][C:4]1[CH:11]=[C:10]([NH:12][C@H:13]2[CH2:17][C:16](=[O:18])[N:15]([CH3:19])[CH2:14]2)[CH:9]=[CH:8][C:5]=1[C:6]#[N:7].Br[CH2:21][C:22]1[CH:27]=[CH:26][CH:25]=[CH:24][C:23]=1[Cl:28]. (5) Given the product [CH2:1]([O:4][N:5]=[C:6]1[CH2:10][N:9]([C:11]([C:33]2[CH:34]=[CH:35][C:30]([C:21]3[CH:26]=[CH:25][CH:24]=[CH:23][CH:22]=3)=[CH:31][CH:32]=2)=[O:13])[C@H:8]([C:18]([NH:51][C:47]2[CH:48]=[CH:49][C:50]3[N:38]([CH2:36][CH3:37])[C:39]4[C:44]([C:45]=3[CH:46]=2)=[CH:43][CH:42]=[CH:41][CH:40]=4)=[O:20])[CH2:7]1)[CH:2]=[CH2:3], predict the reactants needed to synthesize it. The reactants are: [CH2:1]([O:4][N:5]=[C:6]1[CH2:10][N:9]([C:11]([O:13]C(C)(C)C)=O)[C@H:8]([C:18]([OH:20])=O)[CH2:7]1)[CH:2]=[CH2:3].[C:21]1([C:30]2[CH:35]=[CH:34][CH:33]=[CH:32][CH:31]=2)[CH:26]=[CH:25][C:24](C(Cl)=O)=[CH:23][CH:22]=1.[CH2:36]([N:38]1[C:50]2[CH:49]=[CH:48][C:47]([NH2:51])=[CH:46][C:45]=2[C:44]2[C:39]1=[CH:40][CH:41]=[CH:42][CH:43]=2)[CH3:37].